From a dataset of Forward reaction prediction with 1.9M reactions from USPTO patents (1976-2016). Predict the product of the given reaction. (1) Given the reactants O1CCOCC1.Br[C:8]1[CH:13]=[CH:12][C:11]([NH:14][C:15]([NH:17][C:18]2[CH:23]=[C:22]([C:24]([F:27])([F:26])[F:25])[CH:21]=[CH:20][C:19]=2[F:28])=[O:16])=[C:10]([F:29])[CH:9]=1.[B:30]1([B:30]2[O:34][C:33]([CH3:36])([CH3:35])[C:32]([CH3:38])([CH3:37])[O:31]2)[O:34][C:33]([CH3:36])([CH3:35])[C:32]([CH3:38])([CH3:37])[O:31]1.C([O-])(=O)C.[K+], predict the reaction product. The product is: [F:29][C:10]1[CH:9]=[C:8]([B:30]2[O:34][C:33]([CH3:36])([CH3:35])[C:32]([CH3:38])([CH3:37])[O:31]2)[CH:13]=[CH:12][C:11]=1[NH:14][C:15]([NH:17][C:18]1[CH:23]=[C:22]([C:24]([F:27])([F:26])[F:25])[CH:21]=[CH:20][C:19]=1[F:28])=[O:16]. (2) Given the reactants [Cl:1][C:2]1[N:3]=[N:4][C:5](Cl)=[CH:6][C:7]=1[C:8]1([CH3:14])[CH2:13][CH2:12][CH2:11][CH2:10][CH2:9]1.[F:16][C:17]1[CH:26]=[C:25]([F:27])[CH:24]=[CH:23][C:18]=1[C:19]([NH:21][NH2:22])=O.Cl.C(N(CC)CC)C, predict the reaction product. The product is: [Cl:1][C:2]1[C:7]([C:8]2([CH3:14])[CH2:13][CH2:12][CH2:11][CH2:10][CH2:9]2)=[CH:6][C:5]2[N:4]([C:19]([C:18]3[CH:23]=[CH:24][C:25]([F:27])=[CH:26][C:17]=3[F:16])=[N:21][N:22]=2)[N:3]=1. (3) Given the reactants [Na][Na].[CH2:3]([N:14]([CH2:19]C(O)=O)[CH2:15]C(O)=O)[CH2:3][N:14]([CH2:19]C(O)=O)[CH2:15]C(O)=O.[CH3:23][NH2:24].[C:25](=[S:27])=[S:26], predict the reaction product. The product is: [CH3:19][N:14]1[CH2:3][S:27][C:25](=[S:26])[N:24]([CH3:23])[CH2:15]1.